Dataset: Full USPTO retrosynthesis dataset with 1.9M reactions from patents (1976-2016). Task: Predict the reactants needed to synthesize the given product. (1) Given the product [CH2:2]([N:9]1[CH2:14][CH2:13][C@@H:12]([O:15][CH3:16])[C@H:11]([NH:17][C:33](=[O:34])[O:32][C:29]([CH3:31])([CH3:30])[CH3:28])[CH2:10]1)[C:3]1[CH:4]=[CH:5][CH:6]=[CH:7][CH:8]=1, predict the reactants needed to synthesize it. The reactants are: Cl.[CH2:2]([N:9]1[CH2:14][CH2:13][C@@H:12]([O:15][CH3:16])[C@H:11]([NH:17]P(=O)(OCC)OCC)[CH2:10]1)[C:3]1[CH:8]=[CH:7][CH:6]=[CH:5][CH:4]=1.[OH-].[Na+].[CH3:28][C:29]([O:32][C:33](O[C:33]([O:32][C:29]([CH3:31])([CH3:30])[CH3:28])=[O:34])=[O:34])([CH3:31])[CH3:30]. (2) Given the product [CH2:1]([NH:3][C:4]([NH:21][C:19]1[S:20][C:16]([C:13]2[CH:12]=[CH:11][C:10]([S:7]([CH3:6])(=[O:9])=[O:8])=[CH:15][CH:14]=2)=[C:17]([CH3:22])[N:18]=1)=[O:5])[CH3:2], predict the reactants needed to synthesize it. The reactants are: [CH2:1]([N:3]=[C:4]=[O:5])[CH3:2].[CH3:6][S:7]([C:10]1[CH:15]=[CH:14][C:13]([C:16]2[S:20][C:19]([NH2:21])=[N:18][C:17]=2[CH3:22])=[CH:12][CH:11]=1)(=[O:9])=[O:8]. (3) Given the product [Cl:9][C:6]1[C:7]([CH3:8])=[C:2]([CH:25]2[CH2:27][CH2:26]2)[C:3]([O:23][CH3:24])=[C:4]([CH:10]([N:12]2[C:16]3=[N:17][CH:18]=[N:19][C:20]([NH2:21])=[C:15]3[C:14]([CH3:22])=[N:13]2)[CH3:11])[CH:5]=1, predict the reactants needed to synthesize it. The reactants are: Br[C:2]1[C:3]([O:23][CH3:24])=[C:4]([CH:10]([N:12]2[C:16]3=[N:17][CH:18]=[N:19][C:20]([NH2:21])=[C:15]3[C:14]([CH3:22])=[N:13]2)[CH3:11])[CH:5]=[C:6]([Cl:9])[C:7]=1[CH3:8].[CH:25]1([B-](F)(F)F)[CH2:27][CH2:26]1.[K+].P([O-])([O-])([O-])=O.[K+].[K+].[K+]. (4) The reactants are: [CH3:1][C:2]1([CH3:23])[C:6](=[O:7])[N:5]([C:8]2[CH:13]=[C:12]([C:14]3[CH:19]=[CH:18][CH:17]=[CH:16][CH:15]=3)[C:11]([C:20]#[N:21])=[CH:10][CH:9]=2)[C:4](=[O:22])[NH:3]1.[Br:24][C:25]1[CH:30]=[C:29]([F:31])[CH:28]=[CH:27][C:26]=1[CH2:32]Br. Given the product [Br:24][C:25]1[CH:30]=[C:29]([F:31])[CH:28]=[CH:27][C:26]=1[CH2:32][N:3]1[C:2]([CH3:23])([CH3:1])[C:6](=[O:7])[N:5]([C:8]2[CH:13]=[C:12]([C:14]3[CH:19]=[CH:18][CH:17]=[CH:16][CH:15]=3)[C:11]([C:20]#[N:21])=[CH:10][CH:9]=2)[C:4]1=[O:22], predict the reactants needed to synthesize it.